Task: Predict the product of the given reaction.. Dataset: Forward reaction prediction with 1.9M reactions from USPTO patents (1976-2016) Given the reactants [CH2:1]([NH:5][NH2:6])[CH2:2][CH:3]=[CH2:4].[Cl:7][C:8]1[N:13]=[C:12](Cl)[C:11]([C:15]([NH:17][C:18]2[C:23]([Cl:24])=[CH:22][CH:21]=[CH:20][C:19]=2[Cl:25])=[O:16])=[CH:10][N:9]=1.C(N(CC)CC)C, predict the reaction product. The product is: [CH2:1]([N:5]([C:12]1[C:11]([C:15]([NH:17][C:18]2[C:19]([Cl:25])=[CH:20][CH:21]=[CH:22][C:23]=2[Cl:24])=[O:16])=[CH:10][N:9]=[C:8]([Cl:7])[N:13]=1)[NH2:6])[CH2:2][CH:3]=[CH2:4].